This data is from Forward reaction prediction with 1.9M reactions from USPTO patents (1976-2016). The task is: Predict the product of the given reaction. (1) Given the reactants [F:1][C:2]1[CH:10]=[CH:9][CH:8]=[C:7]([OH:11])[C:3]=1[C:4]([OH:6])=[O:5].S(=O)(=O)(O)O.[CH3:17]O, predict the reaction product. The product is: [F:1][C:2]1[CH:10]=[CH:9][CH:8]=[C:7]([OH:11])[C:3]=1[C:4]([O:6][CH3:17])=[O:5]. (2) Given the reactants [CH3:1][N:2]([CH:4]([CH:7]1[CH2:16][CH2:15][C:10]2([O:14][CH2:13][CH2:12][O:11]2)[CH2:9][CH2:8]1)[C:5]#N)[CH3:3].C1COCC1.[C:22]1([CH2:28]C[Mg]Cl)[CH:27]=[CH:26][CH:25]=[CH:24][CH:23]=1.[Cl-].[NH4+], predict the reaction product. The product is: [O:14]1[C:10]2([CH2:15][CH2:16][CH:7]([CH:4]([N:2]([CH3:3])[CH3:1])[CH2:5][CH2:28][C:22]3[CH:27]=[CH:26][CH:25]=[CH:24][CH:23]=3)[CH2:8][CH2:9]2)[O:11][CH2:12][CH2:13]1. (3) Given the reactants F[C:2]1[CH:14]=[CH:13][C:5]([C:6]([O:8][CH2:9][CH2:10][O:11][CH3:12])=[O:7])=[C:4]([N+:15]([O-:17])=[O:16])[CH:3]=1.[CH3:18][O:19][CH2:20][CH2:21][OH:22].C(=O)([O-])[O-].[K+].[K+].C(OCC)(=O)C, predict the reaction product. The product is: [CH3:18][O:19][CH2:20][CH2:21][O:22][C:2]1[CH:14]=[CH:13][C:5]([C:6]([O:8][CH2:9][CH2:10][O:11][CH3:12])=[O:7])=[C:4]([N+:15]([O-:17])=[O:16])[CH:3]=1. (4) Given the reactants Cl[CH2:2][C:3]1[CH:4]=[CH:5][CH:6]=[C:7]2[C:12]=1[N:11]=[C:10]([C:13]1[CH:18]=[CH:17][CH:16]=[C:15]([C:19]([F:22])([F:21])[F:20])[CH:14]=1)[CH:9]=[CH:8]2.[CH:23]1([NH2:28])[CH2:27][CH2:26][CH2:25][CH2:24]1.CCN(C(C)C)C(C)C, predict the reaction product. The product is: [F:20][C:19]([F:22])([F:21])[C:15]1[CH:14]=[C:13]([C:10]2[CH:9]=[CH:8][C:7]3[C:12](=[C:3]([CH2:2][NH:28][CH:23]4[CH2:27][CH2:26][CH2:25][CH2:24]4)[CH:4]=[CH:5][CH:6]=3)[N:11]=2)[CH:18]=[CH:17][CH:16]=1. (5) Given the reactants COC(=O)[C@@H](NC([C@@H]1CC2C=C3C(O[C@H](C4C=CC(O)=CC=4)C(=O)N3C)=CC=2CN1[C@H](C1C=CC=CC=1)CC)=O)CC1C=CC(C2C=CC(Cl)=CC=2)=CC=1.C[O:56][C:57](=[O:117])[C@@H:58]([NH:73][C:74]([C@@H:76]1[CH2:89][C:88]2[CH:87]=[C:86]3[C:81]([O:82][C@H:83]([C:92]4[CH:97]=[CH:96][C:95]([O:98][CH2:99][C:100]5[CH:105]=[CH:104][C:103]([Cl:106])=[C:102]([Cl:107])[CH:101]=5)=[CH:94][CH:93]=4)[C:84](=[O:91])[N:85]3[CH3:90])=[CH:80][C:79]=2[CH2:78][N:77]1[C@H:108]([C:111]1[CH:116]=[CH:115][CH:114]=[CH:113][CH:112]=1)[CH2:109][CH3:110])=[O:75])[CH2:59][C:60]1[CH:65]=[CH:64][C:63]([C:66]2[CH:71]=[CH:70][C:69]([Cl:72])=[CH:68][CH:67]=2)=[CH:62][CH:61]=1, predict the reaction product. The product is: [Cl:72][C:69]1[CH:70]=[CH:71][C:66]([C:63]2[CH:62]=[CH:61][C:60]([CH2:59][C@H:58]([NH:73][C:74]([C@@H:76]3[CH2:89][C:88]4[CH:87]=[C:86]5[C:81]([O:82][C@H:83]([C:92]6[CH:97]=[CH:96][C:95]([O:98][CH2:99][C:100]7[CH:105]=[CH:104][C:103]([Cl:106])=[C:102]([Cl:107])[CH:101]=7)=[CH:94][CH:93]=6)[C:84](=[O:91])[N:85]5[CH3:90])=[CH:80][C:79]=4[CH2:78][N:77]3[C@H:108]([C:111]3[CH:112]=[CH:113][CH:114]=[CH:115][CH:116]=3)[CH2:109][CH3:110])=[O:75])[C:57]([OH:117])=[O:56])=[CH:65][CH:64]=2)=[CH:67][CH:68]=1. (6) Given the reactants Cl[C:2]1[C:7]([C:8]([O:10]CC2C=CC=CC=2)=[O:9])=[CH:6][N:5]=[C:4]2[NH:18][CH:19]=[CH:20][C:3]=12.[NH2:21][CH:22]1[CH:29]2[CH2:30][C:25]3([C:32]([NH:34][CH2:35][C:36]([O:38][CH2:39][CH3:40])=[O:37])=[O:33])[CH2:26][CH:27]([CH2:31][CH:23]1[CH2:24]3)[CH2:28]2.C(N(CC)CC)C.C(OCC)(=O)C, predict the reaction product. The product is: [CH2:39]([O:38][C:36](=[O:37])[CH2:35][NH:34][C:32]([C:25]12[CH2:30][CH:29]3[CH2:28][CH:27]([CH2:31][CH:23]([CH:22]3[NH:21][C:2]3[C:7]([C:8]([OH:10])=[O:9])=[CH:6][N:5]=[C:4]4[NH:18][CH:19]=[CH:20][C:3]=34)[CH2:24]1)[CH2:26]2)=[O:33])[CH3:40]. (7) Given the reactants [O:1]1[C:5]2[CH:6]=[C:7]([OH:10])[CH:8]=[CH:9][C:4]=2[CH2:3][CH2:2]1.BrC1C=C(O)C=CC=1.[CH3:19][O:20][C:21]1[CH:42]=[CH:41][C:24]([CH2:25][N:26]2[C:38]3[C:29](=[C:30]4[C:35](=[CH:36][CH:37]=3)[N:34]=[CH:33][CH:32]=[CH:31]4)[C:28](=[O:39])[C:27]2=[O:40])=[CH:23][CH:22]=1.FC(F)(F)C1OC(CN2C3C(=CC=CC=3)C(=O)C2=O)=CC=1, predict the reaction product. The product is: [OH:39][C:28]1([C:8]2[C:7]([OH:10])=[CH:6][C:5]3[O:1][CH2:2][CH2:3][C:4]=3[CH:9]=2)[C:29]2=[C:30]3[C:35](=[CH:36][CH:37]=[C:38]2[N:26]([CH2:25][C:24]2[CH:41]=[CH:42][C:21]([O:20][CH3:19])=[CH:22][CH:23]=2)[C:27]1=[O:40])[N:34]=[CH:33][CH:32]=[CH:31]3. (8) Given the reactants [CH2:1]([O:4][C:5]1[CH:10]=[CH:9][CH:8]=[CH:7][CH:6]=1)[C:2]#[CH:3].C([Li])CCC.C=O.N1C=CC=CC=1.[C:24]([O:27][C:28](=O)C)(=[O:26])[CH3:25], predict the reaction product. The product is: [C:24]([O:27][CH2:28][C:3]#[C:2][CH2:1][O:4][C:5]1[CH:10]=[CH:9][CH:8]=[CH:7][CH:6]=1)(=[O:26])[CH3:25]. (9) Given the reactants Br[C:2]1[CH:3]=[C:4]2[C:9](=[N:10][CH:11]=1)[N:8]([C:12]([NH2:14])=[O:13])[CH2:7][CH2:6][CH2:5]2.B1(B2OC(C)(C)C(C)(C)O2)OC(C)(C)C(C)(C)O1.C([O-])(=O)C.[K+].Br[C:39]1[CH:40]=[C:41]([C:45]2([OH:49])[CH2:48][O:47][CH2:46]2)[CH:42]=[N:43][CH:44]=1.C(=O)([O-])[O-].[Na+].[Na+], predict the reaction product. The product is: [OH:49][C:45]1([C:41]2[CH:40]=[C:39]([C:2]3[CH:3]=[C:4]4[C:9](=[N:10][CH:11]=3)[N:8]([C:12]([NH2:14])=[O:13])[CH2:7][CH2:6][CH2:5]4)[CH:44]=[N:43][CH:42]=2)[CH2:48][O:47][CH2:46]1. (10) Given the reactants [C:1]1([C:7]2[CH:18]=[CH:17][C:10]3[S:11][C:12]([C:14]([OH:16])=[O:15])=[CH:13][C:9]=3[CH:8]=2)[CH:6]=[CH:5][CH:4]=[CH:3][CH:2]=1.[Li]CCCC.C1C=CC(S(N(S(C2C=CC=CC=2)(=O)=O)[F:34])(=O)=O)=CC=1, predict the reaction product. The product is: [F:34][C:13]1[C:9]2[CH:8]=[C:7]([C:1]3[CH:2]=[CH:3][CH:4]=[CH:5][CH:6]=3)[CH:18]=[CH:17][C:10]=2[S:11][C:12]=1[C:14]([OH:16])=[O:15].